Task: Predict the product of the given reaction.. Dataset: Forward reaction prediction with 1.9M reactions from USPTO patents (1976-2016) (1) Given the reactants [Cl:1][C:2]1[CH:7]=[CH:6][C:5]([OH:8])=[CH:4][C:3]=1[B:9]([OH:11])[OH:10].O[C:13]([C:16](O)([CH3:18])[CH3:17])([CH3:15])[CH3:14], predict the reaction product. The product is: [Cl:1][C:2]1[CH:7]=[CH:6][C:5]([OH:8])=[CH:4][C:3]=1[B:9]1[O:10][C:16]([CH3:18])([CH3:17])[C:13]([CH3:15])([CH3:14])[O:11]1. (2) Given the reactants Br[C:2]1[N:3]([C:13]2[CH:18]=[CH:17][C:16]([OH:19])=[C:15]([F:20])[C:14]=2[F:21])[C:4]2[C:9]([C:10]=1[C:11]#[N:12])=[CH:8][CH:7]=[CH:6][CH:5]=2.[CH2:22]([Sn](CCCC)(CCCC)CCCC)[C:23](=[CH2:25])[CH3:24].C1(C)C=CC=CC=1P(C1C=CC=CC=1C)C1C=CC=CC=1C, predict the reaction product. The product is: [F:21][C:14]1[C:15]([F:20])=[C:16]([OH:19])[CH:17]=[CH:18][C:13]=1[N:3]1[C:4]2[C:9](=[CH:8][CH:7]=[CH:6][CH:5]=2)[C:10]([C:11]#[N:12])=[C:2]1[CH2:24][C:23]([CH3:25])=[CH2:22]. (3) Given the reactants Br[C:2]1[CH:3]=[C:4]([C:8]2[O:9][C:10]3[CH:16]=[CH:15][CH:14]=[CH:13][C:11]=3[N:12]=2)[CH:5]=[CH:6][CH:7]=1.[B:17]1([B:17]2[O:21][C:20]([CH3:23])([CH3:22])[C:19]([CH3:25])([CH3:24])[O:18]2)[O:21][C:20]([CH3:23])([CH3:22])[C:19]([CH3:25])([CH3:24])[O:18]1.C([O-])(=O)C.[K+], predict the reaction product. The product is: [CH3:24][C:19]1([CH3:25])[C:20]([CH3:23])([CH3:22])[O:21][B:17]([C:2]2[CH:3]=[C:4]([C:8]3[O:9][C:10]4[CH:16]=[CH:15][CH:14]=[CH:13][C:11]=4[N:12]=3)[CH:5]=[CH:6][CH:7]=2)[O:18]1. (4) The product is: [C:13]([CH2:12][C:10]1([N:15]2[CH:19]=[CH:18][C:17]([C:20]3[C:21]4[CH:28]=[CH:27][N:26]([CH2:29][O:30][CH2:31][CH2:32][Si:33]([CH3:36])([CH3:35])[CH3:34])[C:22]=4[N:23]=[CH:24][N:25]=3)=[CH:16]2)[CH2:11][N:8]([C:6]([O:5][C:1]([CH3:4])([CH3:2])[CH3:3])=[O:7])[CH2:9]1)#[N:14]. Given the reactants [C:1]([O:5][C:6]([N:8]1[CH2:11][C:10](=[CH:12][C:13]#[N:14])[CH2:9]1)=[O:7])([CH3:4])([CH3:3])[CH3:2].[NH:15]1[CH:19]=[CH:18][C:17]([C:20]2[C:21]3[CH:28]=[CH:27][N:26]([CH2:29][O:30][CH2:31][CH2:32][Si:33]([CH3:36])([CH3:35])[CH3:34])[C:22]=3[N:23]=[CH:24][N:25]=2)=[CH:16]1.N12CCCN=C1CCCCC2, predict the reaction product.